This data is from Forward reaction prediction with 1.9M reactions from USPTO patents (1976-2016). The task is: Predict the product of the given reaction. (1) Given the reactants [Cl:1][C:2]1[CH:3]=[C:4]([NH:8][CH2:9][C:10]2[C:19]3[C:14](=[C:15]([F:20])[CH:16]=[CH:17][CH:18]=3)[NH:13][C:12](=[O:21])[CH:11]=2)[CH:5]=[CH:6][CH:7]=1.[C:22](O)(=[O:29])[C:23]1[CH:28]=[CH:27][N:26]=[CH:25][CH:24]=1, predict the reaction product. The product is: [Cl:1][C:2]1[CH:3]=[C:4]([N:8]([CH2:9][C:10]2[C:19]3[C:14](=[C:15]([F:20])[CH:16]=[CH:17][CH:18]=3)[NH:13][C:12](=[O:21])[CH:11]=2)[C:22](=[O:29])[C:23]2[CH:28]=[CH:27][N:26]=[CH:25][CH:24]=2)[CH:5]=[CH:6][CH:7]=1. (2) Given the reactants [CH3:1][O:2][C:3](=[O:17])[CH2:4][CH2:5][C:6]1[CH:11]=[CH:10][C:9]([CH2:12][N:13]=[N+]=[N-])=[CH:8][C:7]=1[CH3:16].[H][H], predict the reaction product. The product is: [CH3:1][O:2][C:3](=[O:17])[CH2:4][CH2:5][C:6]1[CH:11]=[CH:10][C:9]([CH2:12][NH2:13])=[CH:8][C:7]=1[CH3:16]. (3) Given the reactants [Cl-].O[NH3+:3].[C:4](=[O:7])([O-])[OH:5].[Na+].CS(C)=O.[CH:13]([O:16][C:17]1[CH:22]=[CH:21][C:20]([N:23]2[C:28](=[O:29])[C:27]([CH2:30][C:31]3[CH:36]=[CH:35][C:34]([C:37]4[C:38]([C:43]#[N:44])=[CH:39][CH:40]=[CH:41][CH:42]=4)=[CH:33][CH:32]=3)=[C:26]([CH2:45][CH2:46][CH3:47])[N:25]=[C:24]2[CH3:48])=[CH:19][CH:18]=1)([CH3:15])[CH3:14], predict the reaction product. The product is: [CH:13]([O:16][C:17]1[CH:18]=[CH:19][C:20]([N:23]2[C:28](=[O:29])[C:27]([CH2:30][C:31]3[CH:36]=[CH:35][C:34]([C:37]4[CH:42]=[CH:41][CH:40]=[CH:39][C:38]=4[C:43]4[NH:3][C:4](=[O:7])[O:5][N:44]=4)=[CH:33][CH:32]=3)=[C:26]([CH2:45][CH2:46][CH3:47])[N:25]=[C:24]2[CH3:48])=[CH:21][CH:22]=1)([CH3:15])[CH3:14]. (4) The product is: [F:21][C:22]1[CH:30]=[C:29]2[C:25]([C:26]([C:2]3[CH:7]=[N:6][C:5]([S:8]([N:11]4[CH2:16][CH2:15][N:14]([S:17]([CH3:20])(=[O:19])=[O:18])[CH2:13][CH2:12]4)(=[O:10])=[O:9])=[CH:4][CH:3]=3)=[CH:27][N:28]2[C:31]([O:33][C:34]([CH3:37])([CH3:36])[CH3:35])=[O:32])=[CH:24][CH:23]=1. Given the reactants Br[C:2]1[CH:3]=[CH:4][C:5]([S:8]([N:11]2[CH2:16][CH2:15][N:14]([S:17]([CH3:20])(=[O:19])=[O:18])[CH2:13][CH2:12]2)(=[O:10])=[O:9])=[N:6][CH:7]=1.[F:21][C:22]1[CH:30]=[C:29]2[C:25]([C:26](B3OC(C)(C)C(C)(C)O3)=[CH:27][N:28]2[C:31]([O:33][C:34]([CH3:37])([CH3:36])[CH3:35])=[O:32])=[CH:24][CH:23]=1, predict the reaction product. (5) Given the reactants Cl[C:2]1[C:7]([N+:8]([O-])=O)=[CH:6][CH:5]=[CH:4][N:3]=1.[NH:11]1[CH2:16][CH2:15][CH:14]([CH2:17][CH2:18][N:19]2[CH2:24][CH2:23][CH2:22][CH2:21][CH2:20]2)[CH2:13][CH2:12]1, predict the reaction product. The product is: [N:19]1([CH2:18][CH2:17][CH:14]2[CH2:15][CH2:16][N:11]([C:2]3[C:7]([NH2:8])=[CH:6][CH:5]=[CH:4][N:3]=3)[CH2:12][CH2:13]2)[CH2:20][CH2:21][CH2:22][CH2:23][CH2:24]1. (6) Given the reactants [NH2:1][C:2]1[CH:7]=[CH:6][CH:5]=[CH:4][CH:3]=1.[C:8]1(=O)[CH2:12][CH2:11][CH2:10][CH2:9]1.C[Si]([C:18]#[N:19])(C)C, predict the reaction product. The product is: [C:2]1([NH:1][C:8]2([C:18]#[N:19])[CH2:12][CH2:11][CH2:10][CH2:9]2)[CH:7]=[CH:6][CH:5]=[CH:4][CH:3]=1. (7) Given the reactants [Br:1][C:2]1[C:3]([NH:9][CH:10]2[CH2:15][CH2:14][N:13]([CH3:16])[CH2:12][CH2:11]2)=[CH:4][C:5]([NH2:8])=[N:6][CH:7]=1.Br[C:18]1[C:23]([C:24]#[N:25])=[N:22][CH:21]=[CH:20][N:19]=1.C1C=CC(P(C2C(C3C(P(C4C=CC=CC=4)C4C=CC=CC=4)=CC=C4C=3C=CC=C4)=C3C(C=CC=C3)=CC=2)C2C=CC=CC=2)=CC=1.CC(C)([O-])C.[Na+], predict the reaction product. The product is: [Br:1][C:2]1[C:3]([NH:9][CH:10]2[CH2:15][CH2:14][N:13]([CH3:16])[CH2:12][CH2:11]2)=[CH:4][C:5]([NH:8][C:20]2[N:19]=[CH:18][C:23]([C:24]#[N:25])=[N:22][CH:21]=2)=[N:6][CH:7]=1. (8) Given the reactants Cl[CH2:2][CH2:3][C:4](=[CH2:33])[CH2:5][CH:6]([C:14]1[NH:18][N:17]=[C:16]([NH:19][C:20]2[CH:25]=[CH:24][C:23]([N:26]3[C:30]([CH3:31])=[N:29][CH:28]=[N:27]3)=[C:22]([F:32])[CH:21]=2)[N:15]=1)[C:7]1[CH:12]=[CH:11][C:10]([F:13])=[CH:9][CH:8]=1.[I-].[Na+], predict the reaction product. The product is: [F:32][C:22]1[CH:21]=[C:20]([NH:19][C:16]2[N:15]=[C:14]3[CH:6]([C:7]4[CH:12]=[CH:11][C:10]([F:13])=[CH:9][CH:8]=4)[CH2:5][C:4](=[CH2:33])[CH2:3][CH2:2][N:18]3[N:17]=2)[CH:25]=[CH:24][C:23]=1[N:26]1[C:30]([CH3:31])=[N:29][CH:28]=[N:27]1. (9) Given the reactants Br[C:2]1[CH:3]=[C:4]([CH:9]=[CH:10][CH:11]=1)[C:5]([O:7][CH3:8])=[O:6].[NH2:12][C:13]1[CH:18]=[CH:17][C:16]([C:19]([F:22])([F:21])[F:20])=[CH:15][CH:14]=1, predict the reaction product. The product is: [CH3:8][O:7][C:5](=[O:6])[C:4]1[CH:9]=[CH:10][CH:11]=[C:2]([NH:12][C:13]2[CH:18]=[CH:17][C:16]([C:19]([F:20])([F:21])[F:22])=[CH:15][CH:14]=2)[CH:3]=1.